From a dataset of Forward reaction prediction with 1.9M reactions from USPTO patents (1976-2016). Predict the product of the given reaction. (1) Given the reactants Cl.[CH3:2][O:3][C:4]1[C:5]([O:16][CH2:17][CH2:18][CH2:19][N:20]2[CH2:24][CH2:23][CH2:22][CH2:21]2)=[CH:6][C:7]([N+:13]([O-:15])=[O:14])=[C:8]([CH:12]=1)[C:9](O)=[O:10].C[N:26](C=O)C, predict the reaction product. The product is: [CH3:2][O:3][C:4]1[C:5]([O:16][CH2:17][CH2:18][CH2:19][N:20]2[CH2:24][CH2:23][CH2:22][CH2:21]2)=[CH:6][C:7]([N+:13]([O-:15])=[O:14])=[C:8]([CH:12]=1)[C:9]([NH2:26])=[O:10]. (2) Given the reactants [O:1]1[C:6]2[CH:7]=[CH:8][CH:9]=[C:10]([CH:11]([C:13]3[N:14]=[CH:15][N:16](C(C4C=CC=CC=4)(C4C=CC=CC=4)C4C=CC=CC=4)[CH:17]=3)O)[C:5]=2[O:4][CH2:3][CH2:2]1.C(O)(C(F)(F)F)=O.C([SiH](CC)CC)C, predict the reaction product. The product is: [O:1]1[C:6]2[CH:7]=[CH:8][CH:9]=[C:10]([CH2:11][C:13]3[NH:14][CH:15]=[N:16][CH:17]=3)[C:5]=2[O:4][CH2:3][CH2:2]1. (3) Given the reactants Cl.[NH2:2][OH:3].C(=O)(O)[O-].[Na+].O.[Cl:10][C:11]1[CH:12]=[C:13]([C:17]2[C:22]3[N:23]([CH2:35][C@H:36]4[CH2:41][CH2:40][C@H:39]([CH3:42])[CH2:38][CH2:37]4)[C:24]([N:26]4[CH2:30][CH2:29][CH2:28][C@H:27]4[C:31]([F:34])([F:33])[F:32])=[N:25][C:21]=3[CH:20]=[C:19]([C:43]#[N:44])[N:18]=2)[CH:14]=[N:15][CH:16]=1, predict the reaction product. The product is: [Cl:10][C:11]1[CH:12]=[C:13]([C:17]2[C:22]3[N:23]([CH2:35][C@H:36]4[CH2:37][CH2:38][C@H:39]([CH3:42])[CH2:40][CH2:41]4)[C:24]([N:26]4[CH2:30][CH2:29][CH2:28][C@H:27]4[C:31]([F:33])([F:32])[F:34])=[N:25][C:21]=3[CH:20]=[C:19]([C:43](=[N:2][OH:3])[NH2:44])[N:18]=2)[CH:14]=[N:15][CH:16]=1. (4) Given the reactants [Cl:1][C:2]1[CH:7]=[CH:6][C:5]([CH:8]([C:10]2[CH:14]=[C:13]([C:15]3[CH:20]=[CH:19][N:18]=[CH:17][CH:16]=3)[S:12][C:11]=2[C:21]2[NH:25][CH:24]=[N:23][N:22]=2)O)=[CH:4][CH:3]=1.[N:26]1[CH:31]=CC=C[CH:27]=1.CS(Cl)(=O)=O.CNC, predict the reaction product. The product is: [Cl:1][C:2]1[CH:7]=[CH:6][C:5]([CH:8]([C:10]2[CH:14]=[C:13]([C:15]3[CH:20]=[CH:19][N:18]=[CH:17][CH:16]=3)[S:12][C:11]=2[C:21]2[NH:25][CH:24]=[N:23][N:22]=2)[N:26]([CH3:31])[CH3:27])=[CH:4][CH:3]=1.